The task is: Predict the reactants needed to synthesize the given product.. This data is from Full USPTO retrosynthesis dataset with 1.9M reactions from patents (1976-2016). (1) Given the product [CH2:1]([NH:6][C:7]1[N:8]=[CH:9][NH:10][C:11]=1[C:12]1[NH:19][N:18]=[CH:16][N:13]=1)[CH2:2][CH2:3][CH2:4][CH3:5], predict the reactants needed to synthesize it. The reactants are: [CH2:1]([NH:6][C:7]1[N:8]=[CH:9][NH:10][C:11]=1[C:12](SC)=[NH:13])[CH2:2][CH2:3][CH2:4][CH3:5].[CH:16]([NH:18][NH2:19])=O. (2) Given the product [CH2:21]([N:20]([CH3:19])[C:11](=[O:13])/[CH:10]=[C:6]1\[CH2:7][CH2:8][CH2:9][C:2]2[S:1][CH:5]=[CH:4][C:3]\1=2)[C:22]1[CH:27]=[CH:26][CH:25]=[CH:24][CH:23]=1, predict the reactants needed to synthesize it. The reactants are: [S:1]1[CH:5]=[CH:4][C:3]2[C:6](=[CH:10][C:11]([OH:13])=O)[CH2:7][CH2:8][CH2:9][C:2]1=2.CN(C=O)C.[CH3:19][NH:20][CH2:21][C:22]1[CH:27]=[CH:26][CH:25]=[CH:24][CH:23]=1.C(N(CC)CC)C. (3) Given the product [CH3:1][O:2][C:3]1[CH:4]=[C:5]2[C:10](=[CH:11][C:12]=1[O:13][CH3:14])[N:9]=[CH:8][CH:7]=[C:6]2[O:15][C:16]1[CH:22]=[CH:21][C:19]([NH:20][C:38]([C:28]2[C:27]([O:26][CH2:24][CH3:25])=[CH:31][N:30]([C:32]3[CH:36]=[CH:35][N:34]([CH3:37])[N:33]=3)[N:29]=2)=[O:39])=[CH:18][C:17]=1[F:23], predict the reactants needed to synthesize it. The reactants are: [CH3:1][O:2][C:3]1[CH:4]=[C:5]2[C:10](=[CH:11][C:12]=1[O:13][CH3:14])[N:9]=[CH:8][CH:7]=[C:6]2[O:15][C:16]1[CH:22]=[CH:21][C:19]([NH2:20])=[CH:18][C:17]=1[F:23].[CH2:24]([O:26][C:27]1[C:28]([C:38](Cl)=[O:39])=[N:29][N:30]([C:32]2[CH:36]=[CH:35][N:34]([CH3:37])[N:33]=2)[CH:31]=1)[CH3:25]. (4) Given the product [C:22]1([C@H:28]([O:30][C:31](=[O:35])[NH2:32])[CH3:29])[CH:27]=[CH:26][CH:25]=[CH:24][CH:23]=1, predict the reactants needed to synthesize it. The reactants are: N1(C(C2C(N)=CC=C(OC)N=2)CC)C2C=CC=CC=2N=N1.[C:22]1([C@H:28]([O:30][C:31](=[O:35])[NH:32]C=C)[CH3:29])[CH:27]=[CH:26][CH:25]=[CH:24][CH:23]=1.